Predict which catalyst facilitates the given reaction. From a dataset of Catalyst prediction with 721,799 reactions and 888 catalyst types from USPTO. (1) Reactant: [Cl:1][C:2]1[CH:3]=[C:4]([CH:9]=[CH:10][C:11]=1[OH:12])[C:5]([O:7]C)=[O:6].C(=O)([O-])[O-].[K+].[K+].Br[CH2:20][CH:21]1[CH2:23][CH2:22]1. Product: [Cl:1][C:2]1[CH:3]=[C:4]([CH:9]=[CH:10][C:11]=1[O:12][CH2:20][CH:21]1[CH2:23][CH2:22]1)[C:5]([OH:7])=[O:6]. The catalyst class is: 39. (2) Reactant: [NH2:1][C:2]1[CH:10]=[CH:9][CH:8]=[C:7]2[C:3]=1[CH:4]=[N:5][N:6]2[C:11]([C:20]1[CH:25]=[CH:24][C:23]([Cl:26])=[CH:22][CH:21]=1)([CH2:18][CH3:19])/[CH:12]=[CH:13]/[C:14]([O:16][CH3:17])=[O:15].CN1CCOCC1.[CH3:34][S:35](Cl)(=[O:37])=[O:36]. Product: [Cl:26][C:23]1[CH:24]=[CH:25][C:20]([C:11]([N:6]2[C:7]3[C:3](=[C:2]([NH:1][S:35]([CH3:34])(=[O:37])=[O:36])[CH:10]=[CH:9][CH:8]=3)[CH:4]=[N:5]2)([CH2:18][CH3:19])/[CH:12]=[CH:13]/[C:14]([O:16][CH3:17])=[O:15])=[CH:21][CH:22]=1. The catalyst class is: 2. (3) Reactant: [CH3:1][P:2](=[O:7])([O:5][CH3:6])[O:3][CH3:4].C([Li])CCC.CCCCCC.[CH3:19][CH:20]([CH2:25][CH2:26][CH2:27][CH3:28])[C:21](OC)=[O:22].[Cl-].[NH4+]. Product: [CH3:19][CH:20]([CH2:25][CH2:26][CH2:27][CH3:28])[C:21](=[O:22])[CH2:1][P:2](=[O:7])([O:5][CH3:6])[O:3][CH3:4]. The catalyst class is: 20. (4) Reactant: [NH2:1][C@H:2]([C:5]([OH:7])=[O:6])[CH2:3][OH:4].C[Si](Cl)(C)C.C(N(CC)CC)C.[C:20]1([C:26]([C:34]2[CH:39]=[CH:38][CH:37]=[CH:36][CH:35]=2)([C:28]2[CH:33]=[CH:32][CH:31]=[CH:30][CH:29]=2)Cl)[CH:25]=[CH:24][CH:23]=[CH:22][CH:21]=1. Product: [C:20]1([C:26]([C:28]2[CH:29]=[CH:30][CH:31]=[CH:32][CH:33]=2)([C:34]2[CH:35]=[CH:36][CH:37]=[CH:38][CH:39]=2)[NH:1][C@H:2]([C:5]([OH:7])=[O:6])[CH2:3][OH:4])[CH:21]=[CH:22][CH:23]=[CH:24][CH:25]=1. The catalyst class is: 61. (5) Reactant: [CH3:1][O:2][C:3]([C@H:5]1[CH2:10][CH2:9][C@H:8]([NH2:11])[CH2:7][CH2:6]1)=[O:4].CCN(CC)CC.[Cl:19][C:20]1[CH:21]=[N:22][C:23]([CH3:29])=[C:24]([CH:28]=1)[C:25](Cl)=[O:26]. Product: [CH3:1][O:2][C:3]([C@H:5]1[CH2:10][CH2:9][C@H:8]([NH:11][C:25]([C:24]2[C:23]([CH3:29])=[N:22][CH:21]=[C:20]([Cl:19])[CH:28]=2)=[O:26])[CH2:7][CH2:6]1)=[O:4]. The catalyst class is: 1. (6) Reactant: [CH:1]1[CH:2]=[CH:3][C:4]([NH:11][C:12]2[C:13]([Cl:19])=[CH:14][CH:15]=[CH:16][C:17]=2[Cl:18])=[C:5]([CH2:7][C:8]([O-:10])=[O:9])[CH:6]=1.[Na+].[CH2:21]([OH:27])[CH2:22][O:23][CH2:24][CH2:25]O.S(=O)(=O)(O)O.C([O-])([O-])=O.[K+].[K+]. Product: [Cl:19][C:13]1[CH:14]=[CH:15][CH:16]=[C:17]([Cl:18])[C:12]=1[NH:11][C:4]1[CH:3]=[CH:2][CH:1]=[CH:6][C:5]=1[CH2:7][C:8]([O:10][CH2:25][CH2:24][O:23][CH2:22][CH2:21][OH:27])=[O:9]. The catalyst class is: 11. (7) Reactant: [CH2:1]([O:3][C:4]1[N:9]=[CH:8][C:7]([C:10]2[CH:11]=[C:12]([CH:17]=[CH:18][C:19]=2[CH3:20])[C:13]([O:15]C)=[O:14])=[CH:6][C:5]=1[N:21]1[CH2:26][CH2:25][O:24][CH2:23][CH2:22]1)[CH3:2].[Li+].[OH-].Cl. Product: [CH2:1]([O:3][C:4]1[N:9]=[CH:8][C:7]([C:10]2[CH:11]=[C:12]([CH:17]=[CH:18][C:19]=2[CH3:20])[C:13]([OH:15])=[O:14])=[CH:6][C:5]=1[N:21]1[CH2:22][CH2:23][O:24][CH2:25][CH2:26]1)[CH3:2]. The catalyst class is: 36. (8) Reactant: [C:1]([NH:6][C@H:7]([C:13]([OH:15])=[O:14])[CH2:8][CH2:9][C:10]([OH:12])=[O:11])(=[O:5])[C:2](C)=[CH2:3].N[C@H](C(O)=O)CCC(O)=O.[OH-].[Na+].C(Cl)(=O)C=C. Product: [C:1]([NH:6][C@H:7]([C:13]([OH:15])=[O:14])[CH2:8][CH2:9][C:10]([OH:12])=[O:11])(=[O:5])[CH:2]=[CH2:3]. The catalyst class is: 6. (9) Reactant: [H-].[Al+3].[Li+].[H-].[H-].[H-].[Cl:7][C:8]1[CH:13]=[C:12]([Cl:14])[CH:11]=[CH:10][C:9]=1[C:15]1[O:16][C:17]([CH:32]([CH3:34])[CH3:33])=[C:18]([CH2:20][CH2:21][C:22]([C:24]2[CH:29]=[CH:28][C:27]([OH:30])=[C:26]([CH3:31])[CH:25]=2)=[O:23])[N:19]=1.S([O-])([O-])(=O)=O.[Na+].[Na+]. Product: [Cl:7][C:8]1[CH:13]=[C:12]([Cl:14])[CH:11]=[CH:10][C:9]=1[C:15]1[O:16][C:17]([CH:32]([CH3:34])[CH3:33])=[C:18]([CH2:20][CH2:21][CH:22]([C:24]2[CH:29]=[CH:28][C:27]([OH:30])=[C:26]([CH3:31])[CH:25]=2)[OH:23])[N:19]=1. The catalyst class is: 1.